Dataset: Forward reaction prediction with 1.9M reactions from USPTO patents (1976-2016). Task: Predict the product of the given reaction. (1) Given the reactants F[C:2]1[C:7]([C:8]2[N:13]=[C:12]([CH3:14])[N:11]=[C:10]([NH2:15])[N:9]=2)=[CH:6][CH:5]=[CH:4][N:3]=1.[NH:16]1[C:24]2[CH:23]=[CH:22][CH:21]=[C:20]([NH2:25])[C:19]=2[CH:18]=[N:17]1, predict the reaction product. The product is: [NH2:15][C:10]1[N:11]=[C:12]([CH3:14])[N:13]=[C:8]([C:7]2[C:2]([NH:25][C:20]3[C:19]4[CH:18]=[N:17][NH:16][C:24]=4[CH:23]=[CH:22][CH:21]=3)=[N:3][CH:4]=[CH:5][CH:6]=2)[N:9]=1. (2) Given the reactants C1(C2C=CC=CC=2)C=CC=CC=1.Cl[C:14]1[C:15](=[O:38])[C:16](=[O:37])[C:17]=1[NH:18][C:19]1[CH:24]=[CH:23][C:22]([Cl:25])=[C:21]([S:26]([N:29]2[CH2:34][CH2:33][N:32]([CH3:35])[CH2:31][CH2:30]2)(=[O:28])=[O:27])[C:20]=1[OH:36].[F:39][C:40]1[CH:46]=[CH:45][CH:44]=[C:43]([F:47])[C:41]=1[NH2:42], predict the reaction product. The product is: [Cl:25][C:22]1[CH:23]=[CH:24][C:19]([NH:18][C:17]2[C:16](=[O:37])[C:15](=[O:38])[C:14]=2[NH:42][C:41]2[C:40]([F:39])=[CH:46][CH:45]=[CH:44][C:43]=2[F:47])=[C:20]([OH:36])[C:21]=1[S:26]([N:29]1[CH2:34][CH2:33][N:32]([CH3:35])[CH2:31][CH2:30]1)(=[O:28])=[O:27]. (3) Given the reactants [Cl:1][C:2]1[CH:7]=[C:6]([F:8])[CH:5]=[CH:4][C:3]=1[C:9]1[S:13][C:12]([C:14]([N:16]2[CH2:21][CH2:20][C:19]([C:30]([NH2:32])=[O:31])([N:22]3[CH2:27][CH2:26][C:25]([F:29])([F:28])[CH2:24][CH2:23]3)[CH2:18][CH2:17]2)=[O:15])=[CH:11][C:10]=1[C:33]1[CH:38]=[CH:37][C:36]([O:39][CH2:40][CH2:41][CH2:42][O:43]C2CCCCO2)=[CH:35][CH:34]=1.Cl, predict the reaction product. The product is: [ClH:1].[Cl:1][C:2]1[CH:7]=[C:6]([F:8])[CH:5]=[CH:4][C:3]=1[C:9]1[S:13][C:12]([C:14]([N:16]2[CH2:21][CH2:20][C:19]([C:30]([NH2:32])=[O:31])([N:22]3[CH2:23][CH2:24][C:25]([F:28])([F:29])[CH2:26][CH2:27]3)[CH2:18][CH2:17]2)=[O:15])=[CH:11][C:10]=1[C:33]1[CH:34]=[CH:35][C:36]([O:39][CH2:40][CH2:41][CH2:42][OH:43])=[CH:37][CH:38]=1. (4) The product is: [CH3:1][O:2][C:3]([C:5]1[S:6][CH:7]=[C:8]2[C:13]3=[CH:14][NH:15][N:16]=[C:12]3[C:11]([NH:32][C:31]3[CH:33]=[CH:34][C:35]([O:36][CH3:37])=[C:29]([O:28][CH3:27])[CH:30]=3)=[N:10][C:9]=12)=[O:4]. Given the reactants [CH3:1][O:2][C:3]([C:5]1[S:6][CH:7]=[C:8]2[C:13]3=[CH:14][N:15](CC4C=CC(OC)=CC=4)[N:16]=[C:12]3[C:11](Cl)=[N:10][C:9]=12)=[O:4].[CH3:27][O:28][C:29]1[CH:30]=[C:31]([CH:33]=[CH:34][C:35]=1[O:36][CH3:37])[NH2:32].Cl, predict the reaction product.